Predict the reaction yield, written as a fraction of the theoretical maximum amount of product (1.0 means a 100% yield; for example, 0.34 means a 34% yield). From a dataset of Reaction yield outcomes from USPTO patents with 853,638 reactions. The reactants are [CH2:1]([CH:3]1[O:8][CH2:7][CH2:6][NH:5][CH2:4]1)[CH3:2].Br[C:10]1[CH:11]=[CH:12][C:13]2[O:14][CH2:15][C:16](=[O:20])[NH:17][C:18]=2[N:19]=1. No catalyst specified. The product is [CH2:1]([CH:3]1[CH2:4][N:5]([C:10]2[CH:11]=[CH:12][C:13]3[O:14][CH2:15][C:16](=[O:20])[NH:17][C:18]=3[N:19]=2)[CH2:6][CH2:7][O:8]1)[CH3:2]. The yield is 0.300.